This data is from Reaction yield outcomes from USPTO patents with 853,638 reactions. The task is: Predict the reaction yield, written as a fraction of the theoretical maximum amount of product (1.0 means a 100% yield; for example, 0.34 means a 34% yield). (1) The reactants are C[O:2][C:3](=[O:21])[C:4]1[CH:9]=[C:8]([N:10]([CH3:14])[CH2:11][CH2:12][CH3:13])[N:7]=[C:6]([N:15]([S:17]([CH3:20])(=[O:19])=[O:18])[CH3:16])[CH:5]=1.[OH-].[Li+].Cl. The catalyst is C1COCC1. The product is [CH3:20][S:17]([N:15]([CH3:16])[C:6]1[CH:5]=[C:4]([CH:9]=[C:8]([N:10]([CH3:14])[CH2:11][CH2:12][CH3:13])[N:7]=1)[C:3]([OH:21])=[O:2])(=[O:18])=[O:19]. The yield is 0.850. (2) The reactants are Cl[C:2]1[C:3]2[N:11]=[C:10]([C:12]3[CH:17]=[CH:16][CH:15]=[C:14]([O:18][C:19]([F:22])([F:21])[F:20])[CH:13]=3)[CH:9]=[CH:8][C:4]=2[N:5]=[CH:6][N:7]=1.[NH3:23]. The catalyst is CC(O)C. The product is [F:20][C:19]([F:22])([F:21])[O:18][C:14]1[CH:13]=[C:12]([C:10]2[CH:9]=[CH:8][C:4]3[N:5]=[CH:6][N:7]=[C:2]([NH2:23])[C:3]=3[N:11]=2)[CH:17]=[CH:16][CH:15]=1. The yield is 0.170. (3) The reactants are [NH2:1][C:2](=[O:18])[CH2:3][O:4][C:5]1[C:14](Br)=[CH:13][C:8]([C:9]([O:11][CH3:12])=[O:10])=[C:7]([O:16][CH3:17])[CH:6]=1.O1CCOCC1.[F:25][C:26]1[CH:31]=[CH:30][C:29]([C:32]2[O:33][C:34]3[CH:44]=[CH:43][C:42](B4OC(C)(C)C(C)(C)O4)=[CH:41][C:35]=3[C:36]=2[C:37]([NH:39][CH3:40])=[O:38])=[CH:28][CH:27]=1.C(=O)([O-])[O-].[Cs+].[Cs+]. The catalyst is C(Cl)Cl.C1C=CC([P]([Pd]([P](C2C=CC=CC=2)(C2C=CC=CC=2)C2C=CC=CC=2)([P](C2C=CC=CC=2)(C2C=CC=CC=2)C2C=CC=CC=2)[P](C2C=CC=CC=2)(C2C=CC=CC=2)C2C=CC=CC=2)(C2C=CC=CC=2)C2C=CC=CC=2)=CC=1.O. The product is [NH2:1][C:2](=[O:18])[CH2:3][O:4][C:5]1[C:14]([C:42]2[CH:43]=[CH:44][C:34]3[O:33][C:32]([C:29]4[CH:28]=[CH:27][C:26]([F:25])=[CH:31][CH:30]=4)=[C:36]([C:37](=[O:38])[NH:39][CH3:40])[C:35]=3[CH:41]=2)=[CH:13][C:8]([C:9]([O:11][CH3:12])=[O:10])=[C:7]([O:16][CH3:17])[CH:6]=1. The yield is 0.300. (4) The reactants are C[O:2][C:3](=[O:42])[C:4]1[CH:9]=[C:8]([CH2:10][C:11]([N:13]2[CH2:18][CH2:17][O:16][CH2:15][CH2:14]2)=[O:12])[C:7]([C:19]2[CH:20]=[C:21]3[C:26](=[CH:27][CH:28]=2)[N:25]=[C:24]([C:29]2[S:33][C:32]([CH3:34])=[N:31][C:30]=2[CH3:35])[CH:23]=[CH:22]3)=[C:6]([CH:36]2[CH2:41][CH2:40][CH2:39][CH2:38][CH2:37]2)[CH:5]=1.[OH-].[Na+].Cl. The catalyst is C1COCC1.CO. The product is [CH:36]1([C:6]2[CH:5]=[C:4]([CH:9]=[C:8]([CH2:10][C:11]([N:13]3[CH2:14][CH2:15][O:16][CH2:17][CH2:18]3)=[O:12])[C:7]=2[C:19]2[CH:20]=[C:21]3[C:26](=[CH:27][CH:28]=2)[N:25]=[C:24]([C:29]2[S:33][C:32]([CH3:34])=[N:31][C:30]=2[CH3:35])[CH:23]=[CH:22]3)[C:3]([OH:42])=[O:2])[CH2:41][CH2:40][CH2:39][CH2:38][CH2:37]1. The yield is 0.390. (5) The reactants are Br[C:2]1[CH:7]=[C:6]([CH3:8])[N:5]=[C:4]([CH3:9])[CH:3]=1.[Br:10][C:11]1[CH:16]=[CH:15][C:14]([OH:17])=[C:13]([F:18])[CH:12]=1.C(=O)([O-])[O-].[K+].[K+]. The catalyst is CCOC(C)=O. The product is [Br:10][C:11]1[CH:16]=[CH:15][C:14]([O:17][C:2]2[CH:7]=[C:6]([CH3:8])[N:5]=[C:4]([CH3:9])[CH:3]=2)=[C:13]([F:18])[CH:12]=1. The yield is 0.800.